Dataset: Forward reaction prediction with 1.9M reactions from USPTO patents (1976-2016). Task: Predict the product of the given reaction. Given the reactants [F:1][C:2]1[CH:7]=[CH:6][C:5]([C:8]2[C:12](/[CH:13]=[CH:14]/[C:15]3[CH:16]=[C:17]([C:21]([OH:23])=O)[N:18]([CH3:20])[N:19]=3)=[C:11]([CH3:24])[O:10][N:9]=2)=[CH:4][CH:3]=1.[NH3:25], predict the reaction product. The product is: [F:1][C:2]1[CH:7]=[CH:6][C:5]([C:8]2[C:12](/[CH:13]=[CH:14]/[C:15]3[CH:16]=[C:17]([C:21]([NH2:25])=[O:23])[N:18]([CH3:20])[N:19]=3)=[C:11]([CH3:24])[O:10][N:9]=2)=[CH:4][CH:3]=1.